Task: Regression. Given a target protein amino acid sequence and a drug SMILES string, predict the binding affinity score between them. We predict pIC50 (pIC50 = -log10(IC50 in M); higher means more potent). Dataset: bindingdb_ic50.. Dataset: Drug-target binding data from BindingDB using IC50 measurements (1) The compound is ON=C1CCCc2c(-c3cc(Cl)c(O)cc3O)noc21. The target protein (Q58FG1) has sequence MESLTDPSKLDSGKEPHISLIPNKQDRTLTIVDTGIGMTKADLINNLGTITKSETKVFMEVLQAGADISMIGQFSVGFYSAYSVAEKVTVITKHNNDEQYAWESSLRGSFTEYREFYKSLTINWEDYLAVKHFSVEGQLEFRAFLFVPRLAPFELLETRKKKNKIKLSARRDLIMDNCEELIPEYLNFIRGVVDSEDLPLNIFRETKDQVANSTIVQRLWKHGLEVIYTIEPIDEYCVQQLKEFEGKTLVSVTKEDLELPEDEEEKKKQEEGKQKTKQKKNQSLRTSAKSTYGWTANMERIMKAQALRDNSTTGYMAAKKHLEINPDHSFIDTLRQKAETDKNDKSVKDLVILLYETALLSSDFGLEGPQTHANRIYRMNKLGLGTDEDDPTADDTSAAVTEEMPPLEGDDDTSRMEK. The pIC50 is 6.1. (2) The compound is COc1c(-c2cnn(C)c2)cnc2c1cc(C(=O)NCc1ccc(Cl)cc1)c(=O)n2CC(=O)N1CCC(CO)C1. The target protein (P08546) has sequence MFFNPYLSGGVTGGAVAGGRRQRSQPGSAQGSGKRPPQKQFLQIVPRGVMFDGQTGLIKHKTGRLPLMFYREIKHLLSHDMVWPCPWRETLVGRVVGPIRFHTYDQTDAVLFFDSPENVSPRYRQHLVPSGNVLRFFGATEHGYSICVNVFGQRSYFYCEYSDTDRLREVIASVGELVPEPRTPYAVSVTPATKTSIYGYGTRPVPDLQCVSISNWTMARKIGEYLLEQGFPVYEVRVDPLTRLVIDRRITTFGWCSVNRYDWRQQGRASTCDIEVDCDVSDLVAVPDDSSWPRYRCLSFDIECMSGEGGFPCAEKSDDIVIQISCVCYETGGNTAVDQGIPNGNDGRGCTSEGVIFGHSGLHLFTIGTCGQVGPDVDVYEFPSEYELLLGFMLFFQRYAPAFVTGYNINSFDLKYILTRLEYLYKVDSQRFCKLPTAQGGRFFLHSPAVGFKRQYAAAFPSASHNNPASTAATKVYIAGSVVIDMYPVCMAKTNSPNYK.... The pIC50 is 6.8. (3) The small molecule is CCCCCCCCO[C@H]1[C@H](O)[C@@H](CO)O[C@H]1n1cc(C)c(=O)[nH]c1=O. The target protein (P06479) has sequence MASYPGHQHASAFDQAARSRGHSNRRTALRPRRQQEATEVRPEQKMPTLLRVYIDGPHGMGKTTTTQLLVALGSRDDIVYVPEPMTYWRVLGASETIANIYTTQHRLDQGEISAGDAAVVMTSAQITMGMPYAVTDAVLAPHIGGEAGSSHAPPPALTLIFDRHPIAALLCYPAARYLMGSMTPQAVLAFVALIPPTLPGTNIVLGALPEDRHIDRLAKRQRPGERLDLAMLAAIRRVYGLLANTVRYLQGGGSWREDWGQLSGTAVPPQGAEPQSNAGPRPHIGDTLFTLFRAPELLAPNGDLYNVFAWALDVLAKRLRPMHVFILDYDQSPAGCRDALLQLTSGMIQTHVTTPGSIPTICDLARTFAREMGEAN. The pIC50 is 3.0. (4) The compound is C1C2[C@@H]3[C@@H]4C1[C@@H]([C@@H]1CNC[C@H]41)[C@H]23. The target protein sequence is MSLLTEVETPIRNEWGCRCNDSSDPLVVAASIIGILHLILWILDRLFFKCIYRFFEHGLKRGPSTEGVPESMREEYRKEQQSAVDADDSHFVSIEL. The pIC50 is 5.5.